Dataset: Forward reaction prediction with 1.9M reactions from USPTO patents (1976-2016). Task: Predict the product of the given reaction. Given the reactants [F:1][C:2]([F:31])([F:30])[C:3]1[CH:4]=[C:5]([C:9]2[C@:10]3([CH2:26][CH2:25][C@H:24]4[C@@H:15]([CH2:16][CH2:17][C:18]5[CH:19]=[C:20]([C:27](O)=[O:28])[CH:21]=[CH:22][C:23]=54)[C@@H:12]3[CH2:13][CH:14]=2)[CH3:11])[CH:6]=[N:7][CH:8]=1.Cl.[NH2:33][CH2:34][CH2:35][S:36]([NH:39][CH3:40])(=[O:38])=[O:37], predict the reaction product. The product is: [CH3:40][NH:39][S:36]([CH2:35][CH2:34][NH:33][C:27]([C:20]1[CH:21]=[CH:22][C:23]2[C@@H:24]3[C@H:15]([C@H:12]4[C@@:10]([CH2:26][CH2:25]3)([CH3:11])[C:9]([C:5]3[CH:6]=[N:7][CH:8]=[C:3]([C:2]([F:31])([F:30])[F:1])[CH:4]=3)=[CH:14][CH2:13]4)[CH2:16][CH2:17][C:18]=2[CH:19]=1)=[O:28])(=[O:38])=[O:37].